Dataset: Reaction yield outcomes from USPTO patents with 853,638 reactions. Task: Predict the reaction yield, written as a fraction of the theoretical maximum amount of product (1.0 means a 100% yield; for example, 0.34 means a 34% yield). (1) The reactants are [Cl:1][C:2]1[CH:7]=[CH:6][C:5]([O:8][CH3:9])=[CH:4][C:3]=1[C:10]1[CH:20]=[C:19]([CH3:21])[C:13]2[N:14]=[C:15]([NH2:18])[N:16]=[N:17][C:12]=2[CH:11]=1.Br[C:23]1[CH:24]=[C:25]([S:29][CH2:30][CH2:31][N:32]2[CH2:36][CH2:35][CH2:34][CH2:33]2)[CH:26]=[CH:27][CH:28]=1.CC1(C)C2C(=C(P(C3C=CC=CC=3)C3C=CC=CC=3)C=CC=2)OC2C(P(C3C=CC=CC=3)C3C=CC=CC=3)=CC=CC1=2.CC(C)([O-])C.[K+]. The yield is 0.740. The product is [Cl:1][C:2]1[CH:7]=[CH:6][C:5]([O:8][CH3:9])=[CH:4][C:3]=1[C:10]1[CH:20]=[C:19]([CH3:21])[C:13]2[N:14]=[C:15]([NH:18][C:23]3[CH:28]=[CH:27][CH:26]=[C:25]([S:29][CH2:30][CH2:31][N:32]4[CH2:33][CH2:34][CH2:35][CH2:36]4)[CH:24]=3)[N:16]=[N:17][C:12]=2[CH:11]=1. The catalyst is O1CCOCC1.C([O-])(=O)C.[Pd+2].C([O-])(=O)C. (2) The reactants are C([Li])CCC.[C:6]([O:10][C:11]([N:13]1[C:21]2[C:16](=[N:17][CH:18]=[C:19](Br)[CH:20]=2)[C:15]([CH3:24])([CH3:23])[CH2:14]1)=[O:12])([CH3:9])([CH3:8])[CH3:7].CON(C)[C:28](=[O:35])[C:29]1[CH:34]=[CH:33][CH:32]=[CH:31][CH:30]=1. The catalyst is C(OCC)C. The product is [C:6]([O:10][C:11]([N:13]1[C:21]2[C:16](=[N:17][CH:18]=[C:19]([C:28](=[O:35])[C:29]3[CH:34]=[CH:33][CH:32]=[CH:31][CH:30]=3)[CH:20]=2)[C:15]([CH3:24])([CH3:23])[CH2:14]1)=[O:12])([CH3:9])([CH3:8])[CH3:7]. The yield is 0.670. (3) The reactants are [CH3:1][C:2]1[CH:7]=[CH:6][N:5]=[CH:4][C:3]=1[C:8](=[O:10])[CH3:9].[ClH:11].CCOCC.Cl.[Cl:18]N1C(=O)CCC1=O. The catalyst is CCOCC.Cl.C(O)(=O)C. The product is [ClH:18].[Cl:11][CH2:9][C:8]([C:3]1[CH:4]=[N:5][CH:6]=[CH:7][C:2]=1[CH3:1])=[O:10]. The yield is 0.830.